From a dataset of Full USPTO retrosynthesis dataset with 1.9M reactions from patents (1976-2016). Predict the reactants needed to synthesize the given product. (1) Given the product [F:1][C:2]1[CH:7]=[CH:6][CH:5]=[C:4]([F:8])[C:3]=1[N:9]1[C:14]2[N:15]=[C:16]([O:27][CH2:28][CH:29]([NH2:30])[S:40]([CH3:39])(=[O:42])=[O:41])[N:17]=[C:18]([C:19]3[CH:24]=[CH:23][C:22]([F:25])=[CH:21][C:20]=3[CH3:26])[C:13]=2[CH:12]=[CH:11][C:10]1=[O:31], predict the reactants needed to synthesize it. The reactants are: [F:1][C:2]1[CH:7]=[CH:6][CH:5]=[C:4]([F:8])[C:3]=1[N:9]1[C:14]2[N:15]=[C:16]([O:27][CH2:28][CH2:29][NH2:30])[N:17]=[C:18]([C:19]3[CH:24]=[CH:23][C:22]([F:25])=[CH:21][C:20]=3[CH3:26])[C:13]=2[CH:12]=[CH:11][C:10]1=[O:31].C(N(CC)CC)C.[CH3:39][S:40](Cl)(=[O:42])=[O:41]. (2) Given the product [CH3:27][C:22]1([CH3:28])[C:23]([CH3:26])([CH3:25])[O:24][B:20]([C:2]2[CH:3]=[CH:4][C:5]([O:8][CH:9]3[CH2:14][CH2:13][CH:12]([C:15]([O:17][CH2:18][CH3:19])=[O:16])[CH2:11][CH2:10]3)=[N:6][CH:7]=2)[O:21]1, predict the reactants needed to synthesize it. The reactants are: Br[C:2]1[CH:3]=[CH:4][C:5]([O:8][CH:9]2[CH2:14][CH2:13][CH:12]([C:15]([O:17][CH2:18][CH3:19])=[O:16])[CH2:11][CH2:10]2)=[N:6][CH:7]=1.[B:20]1([B:20]2[O:24][C:23]([CH3:26])([CH3:25])[C:22]([CH3:28])([CH3:27])[O:21]2)[O:24][C:23]([CH3:26])([CH3:25])[C:22]([CH3:28])([CH3:27])[O:21]1.CC([O-])=O.[K+]. (3) Given the product [NH2:1][C:2]1[C:7]([C:8]2[NH:17][C:18]3[CH:19]=[C:20]([S:25]([NH2:28])(=[O:26])=[O:27])[CH:21]=[CH:22][C:23]=3[N:24]=2)=[CH:6][C:5]([C:10]2[CH:15]=[CH:14][C:13]([F:16])=[CH:12][CH:11]=2)=[CH:4][N:3]=1.[NH2:1][C:2]1[C:7]([CH:8]=[O:9])=[CH:6][C:5]([C:10]2[CH:15]=[CH:14][C:13]([F:16])=[CH:12][CH:11]=2)=[CH:4][N:3]=1, predict the reactants needed to synthesize it. The reactants are: [NH2:1][C:2]1[C:7]([CH:8]=[O:9])=[CH:6][C:5]([C:10]2[CH:15]=[CH:14][C:13]([F:16])=[CH:12][CH:11]=2)=[CH:4][N:3]=1.[NH2:17][C:18]1[CH:19]=[C:20]([S:25]([NH2:28])(=[O:27])=[O:26])[CH:21]=[CH:22][C:23]=1[NH2:24].FC1C=CC(B(O)O)=CC=1. (4) Given the product [ClH:29].[OH:19][C:14]1[CH:13]=[C:12]([OH:20])[C:11]([C@@H:21]2[CH2:25][CH2:24][N:23]([CH3:26])[C@H:22]2[CH2:27][OH:28])=[C:10]2[C:15]=1[C:16](=[O:18])[CH:17]=[C:8]([C:5]1[CH:6]=[CH:7][CH:2]=[CH:3][C:4]=1[OH:32])[O:9]2, predict the reactants needed to synthesize it. The reactants are: N[C:2]1[CH:7]=[CH:6][C:5]([C:8]2[O:9][C:10]3[C:15]([C:16](=[O:18])[CH:17]=2)=[C:14]([OH:19])[CH:13]=[C:12]([OH:20])[C:11]=3[C@@H:21]2[CH2:25][CH2:24][N:23]([CH3:26])[C@H:22]2[CH2:27][OH:28])=[C:4]([Cl:29])[CH:3]=1.Cl.C[OH:32]. (5) The reactants are: [F:1][C:2]([F:34])([F:33])[C:3]1[CH:4]=[CH:5][C:6]([O:9][C:10]2[CH:11]=[C:12]([CH:16]3[CH2:20][C:19]4([CH2:25][CH2:24][N:23](C(OC(C)(C)C)=O)[CH2:22][CH2:21]4)[O:18][CH2:17]3)[CH:13]=[CH:14][CH:15]=2)=[N:7][CH:8]=1.[ClH:35].O1CCOCC1. Given the product [ClH:35].[F:34][C:2]([F:1])([F:33])[C:3]1[CH:4]=[CH:5][C:6]([O:9][C:10]2[CH:11]=[C:12]([CH:16]3[CH2:20][C:19]4([CH2:21][CH2:22][NH:23][CH2:24][CH2:25]4)[O:18][CH2:17]3)[CH:13]=[CH:14][CH:15]=2)=[N:7][CH:8]=1, predict the reactants needed to synthesize it. (6) The reactants are: [CH2:1]([N:8]1[CH:13]=[CH:12][CH:11]=[C:10]([C:14]([O:16]C)=[O:15])[C:9]1=[O:18])[C:2]1[CH:7]=[CH:6][CH:5]=[CH:4][CH:3]=1.[OH-].[Na+]. Given the product [CH2:1]([N:8]1[CH:13]=[CH:12][CH:11]=[C:10]([C:14]([OH:16])=[O:15])[C:9]1=[O:18])[C:2]1[CH:3]=[CH:4][CH:5]=[CH:6][CH:7]=1, predict the reactants needed to synthesize it.